This data is from Full USPTO retrosynthesis dataset with 1.9M reactions from patents (1976-2016). The task is: Predict the reactants needed to synthesize the given product. (1) Given the product [CH3:17][O:16][C:13]1[CH:12]=[CH:11][C:10]([CH:9]([NH:18][CH:19]([C:26]2[O:27][CH:28]=[CH:29][CH:30]=2)[CH:20]=[O:21])[C:6]2[CH:7]=[CH:8][C:3]([O:2][CH3:1])=[CH:4][CH:5]=2)=[CH:15][CH:14]=1, predict the reactants needed to synthesize it. The reactants are: [CH3:1][O:2][C:3]1[CH:8]=[CH:7][C:6]([CH:9]([NH:18][CH:19]([C:26]2[O:27][CH:28]=[CH:29][CH:30]=2)[C:20](N(OC)C)=[O:21])[C:10]2[CH:15]=[CH:14][C:13]([O:16][CH3:17])=[CH:12][CH:11]=2)=[CH:5][CH:4]=1.[H-].[H-].[H-].[H-].[Li+].[Al+3]. (2) Given the product [CH3:32][O:31][C:26]1[N:27]=[C:28]2[C:23](=[CH:24][CH:25]=1)[N:22]=[CH:21][C:20]1[O:19][CH2:18][CH:17]([C@H:14]3[CH2:15][CH2:16][C@H:11]([NH2:10])[CH2:12][CH2:13]3)[NH:30][C:29]2=1, predict the reactants needed to synthesize it. The reactants are: C(OC(=O)[NH:10][C@H:11]1[CH2:16][CH2:15][C@H:14]([CH:17]2[NH:30][C:29]3[C:28]4[C:23](=[CH:24][CH:25]=[C:26]([O:31][CH3:32])[N:27]=4)[N:22]=[CH:21][C:20]=3[O:19][CH2:18]2)[CH2:13][CH2:12]1)C1C=CC=CC=1. (3) Given the product [CH2:12]([NH:13][C:14]([CH:16]1[CH:17]([OH:33])[CH:18]([OH:32])[CH:19]([N:21]2[CH:22]=[N:23][C:24]3[C:25]2=[N:26][C:27]([C:2]#[C:1][C:3]2([OH:10])[CH2:8][CH2:7][CH2:6][CH2:5][CH:4]2[CH3:9])=[N:28][C:29]=3[NH2:30])[O:20]1)=[O:15])[CH3:11], predict the reactants needed to synthesize it. The reactants are: [C:1]([C:3]1([OH:10])[CH2:8][CH2:7][CH2:6][CH2:5][CH:4]1[CH3:9])#[CH:2].[CH3:11][CH2:12][NH:13][C:14]([C@H:16]1[O:20][C@@H:19]([N:21]2[C:25]3[N:26]=[C:27](I)[N:28]=[C:29]([NH2:30])[C:24]=3[N:23]=[CH:22]2)[CH:18]([OH:32])[C@H:17]1[OH:33])=[O:15]. (4) Given the product [Cl:1][C:2]1[CH:3]=[CH:4][C:5]([N:8]2[C:17](=[O:18])[C:16]3[C:11](=[C:12]([I:26])[C:13]([NH:19][CH2:23][CH2:24][OH:25])=[CH:14][CH:15]=3)[N:10]=[C:9]2[CH:27]([CH3:29])[CH3:28])=[CH:6][CH:7]=1, predict the reactants needed to synthesize it. The reactants are: [Cl:1][C:2]1[CH:7]=[CH:6][C:5]([N:8]2[C:17](=[O:18])[C:16]3[C:11](=[C:12]([I:26])[C:13]([N:19]([CH2:23][CH2:24][OH:25])C(=O)C)=[CH:14][CH:15]=3)[N:10]=[C:9]2[CH:27]([CH3:29])[CH3:28])=[CH:4][CH:3]=1.[OH-].[K+].Cl. (5) Given the product [CH3:29][O:28][C:24]1[CH:23]=[C:22]([C:19]2([C:17]([NH:16][C:11]3[CH:12]=[CH:13][C:14]([CH3:15])=[C:9]([C:6]4[CH:5]=[C:4]([CH3:30])[C:3](=[O:2])[NH:8][CH:7]=4)[N:10]=3)=[O:18])[CH2:20][CH2:21]2)[CH:27]=[CH:26][CH:25]=1, predict the reactants needed to synthesize it. The reactants are: C[O:2][C:3]1[N:8]=[CH:7][C:6]([C:9]2[C:14]([CH3:15])=[CH:13][CH:12]=[C:11]([NH:16][C:17]([C:19]3([C:22]4[CH:27]=[CH:26][CH:25]=[C:24]([O:28][CH3:29])[CH:23]=4)[CH2:21][CH2:20]3)=[O:18])[N:10]=2)=[CH:5][C:4]=1[CH3:30].[Si](I)(C)(C)C.